From a dataset of Forward reaction prediction with 1.9M reactions from USPTO patents (1976-2016). Predict the product of the given reaction. (1) Given the reactants [N+:1]([C:4]1[CH:10]=[C:9]([C:11]#[N:12])[CH:8]=[CH:7][C:5]=1[NH2:6])([O-])=O.[C:13](Cl)(=[O:22])[C:14]1[CH:19]=[CH:18][C:17]([O:20][CH3:21])=[CH:16][CH:15]=1, predict the reaction product. The product is: [C:11]([C:9]1[CH:10]=[C:4]([NH:1][C:13](=[O:22])[C:14]2[CH:19]=[CH:18][C:17]([O:20][CH3:21])=[CH:16][CH:15]=2)[C:5]([NH:6][C:13](=[O:22])[C:14]2[CH:19]=[CH:18][C:17]([O:20][CH3:21])=[CH:16][CH:15]=2)=[CH:7][CH:8]=1)#[N:12]. (2) Given the reactants [C:1]([C:3]1[CH:4]=[C:5]([CH:25]=[CH:26][C:27]=1[O:28][C:29]1[CH:34]=[C:33]([C:35]([F:38])([F:37])[F:36])[CH:32]=[C:31]([F:39])[CH:30]=1)[CH2:6][O:7][C:8]1[CH:9]=[C:10]2[N:17](C(OC(C)(C)C)=O)[CH2:16][CH2:15][N:11]2[C:12](=[O:14])[N:13]=1)#[N:2], predict the reaction product. The product is: [F:39][C:31]1[CH:30]=[C:29]([CH:34]=[C:33]([C:35]([F:36])([F:38])[F:37])[CH:32]=1)[O:28][C:27]1[CH:26]=[CH:25][C:5]([CH2:6][O:7][C:8]2[CH:9]=[C:10]3[NH:17][CH2:16][CH2:15][N:11]3[C:12](=[O:14])[N:13]=2)=[CH:4][C:3]=1[C:1]#[N:2].